This data is from Forward reaction prediction with 1.9M reactions from USPTO patents (1976-2016). The task is: Predict the product of the given reaction. (1) The product is: [CH2:35]([O:37][C:38]([C@@H:40]1[CH2:45][CH2:44][CH2:43][N:42]([C:31]([CH:28]2[CH2:27][CH2:26][CH:25]([NH:24][C:20]3[N:19]=[C:18]([N:13]4[C:14]5[C:10](=[C:9]([O:8][CH2:7][CH2:6][CH2:5][S:2]([CH3:1])(=[O:3])=[O:4])[CH:17]=[CH:16][CH:15]=5)[CH:11]=[CH:12]4)[CH:23]=[CH:22][N:21]=3)[CH2:30][CH2:29]2)=[O:32])[CH2:41]1)=[O:39])[CH3:36]. Given the reactants [CH3:1][S:2]([CH2:5][CH2:6][CH2:7][O:8][C:9]1[CH:17]=[CH:16][CH:15]=[C:14]2[C:10]=1[CH:11]=[CH:12][N:13]2[C:18]1[CH:23]=[CH:22][N:21]=[C:20]([NH:24][CH:25]2[CH2:30][CH2:29][CH:28]([C:31]([O-])=[O:32])[CH2:27][CH2:26]2)[N:19]=1)(=[O:4])=[O:3].[Na+].[CH2:35]([O:37][C:38]([C@@H:40]1[CH2:45][CH2:44][CH2:43][NH:42][CH2:41]1)=[O:39])[CH3:36].F[P-](F)(F)(F)(F)F.N1(O[P+](N(C)C)(N(C)C)N(C)C)C2C=CC=CC=2N=N1.CCN(C(C)C)C(C)C, predict the reaction product. (2) Given the reactants [CH2:1]([O:3][C:4](=[O:21])[C:5]([CH2:19]C)([N:7]1[C:12]2[CH:13]=[C:14]([OH:17])[CH:15]=[CH:16][C:11]=2[O:10][CH2:9][C:8]1=[O:18])C)[CH3:2].[CH:22]([N:35]1[CH2:38][C:37](OS(C)(=O)=O)([CH3:39])[CH2:36]1)([C:29]1[CH:34]=[CH:33][CH:32]=[CH:31][CH:30]=1)[C:23]1[CH:28]=[CH:27][CH:26]=[CH:25][CH:24]=1.C([O-])([O-])=O.[Cs+].[Cs+].O, predict the reaction product. The product is: [CH2:1]([O:3][C:4](=[O:21])[CH:5]([N:7]1[C:12]2[CH:13]=[C:14]([O:17][C:37]3([CH3:39])[CH2:38][N:35]([CH:22]([C:23]4[CH:28]=[CH:27][CH:26]=[CH:25][CH:24]=4)[C:29]4[CH:34]=[CH:33][CH:32]=[CH:31][CH:30]=4)[CH2:36]3)[CH:15]=[CH:16][C:11]=2[O:10][CH2:9][C:8]1=[O:18])[CH3:19])[CH3:2]. (3) Given the reactants [CH3:1][Si:2]([CH:5]=[N+:6]=[N-:7])([CH3:4])[CH3:3].C([Li])CCC.[CH2:13]([N:20]1[CH2:25][CH2:24][C:23]([C:27]2[CH:32]=[CH:31][CH:30]=[C:29]([C:33]#[N:34])[CH:28]=2)([CH3:26])[CH:22]([CH3:35])[CH2:21]1)[C:14]1[CH:19]=[CH:18][CH:17]=[CH:16][CH:15]=1, predict the reaction product. The product is: [CH2:13]([N:20]1[CH2:25][CH2:24][C:23]([CH3:26])([C:27]2[CH:32]=[CH:31][CH:30]=[C:29]([C:33]3[N:34]=[N:7][NH:6][C:5]=3[Si:2]([CH3:4])([CH3:3])[CH3:1])[CH:28]=2)[CH:22]([CH3:35])[CH2:21]1)[C:14]1[CH:15]=[CH:16][CH:17]=[CH:18][CH:19]=1. (4) Given the reactants [F:1][C:2]1[CH:3]=[C:4]2[C:9](=[CH:10][CH:11]=1)[N:8]=[C:7]([CH2:12][O:13][C:14]1[CH:21]=[CH:20][C:17]([C:18]#[N:19])=[C:16]([C:22]3([C:27]4[CH:32]=[CH:31][CH:30]=[CH:29][CH:28]=4)[CH2:25][CH:24]([CH3:26])[CH2:23]3)[CH:15]=1)[CH:6]=[CH:5]2.[NH2:33][OH:34], predict the reaction product. The product is: [F:1][C:2]1[CH:3]=[C:4]2[C:9](=[CH:10][CH:11]=1)[N:8]=[C:7]([CH2:12][O:13][C:14]1[CH:21]=[CH:20][C:17]([C:18](=[N:33][OH:34])[NH2:19])=[C:16]([C:22]3([C:27]4[CH:28]=[CH:29][CH:30]=[CH:31][CH:32]=4)[CH2:25][CH:24]([CH3:26])[CH2:23]3)[CH:15]=1)[CH:6]=[CH:5]2. (5) Given the reactants [Br:1][C:2]1[CH:3]=[C:4]([CH2:8][C:9]([OH:11])=[O:10])[CH:5]=[CH:6][CH:7]=1.[CH:12](OC)(OC)OC, predict the reaction product. The product is: [CH3:12][O:10][C:9](=[O:11])[CH2:8][C:4]1[CH:5]=[CH:6][CH:7]=[C:2]([Br:1])[CH:3]=1. (6) Given the reactants [O:1]([C:8]1[CH:27]=[CH:26][C:11]([O:12][C:13]2[CH:18]=[CH:17][N:16]=[CH:15][C:14]=2[C:19]2[CH:20]=[C:21]([CH:23]=[CH:24][CH:25]=2)[NH2:22])=[CH:10][CH:9]=1)[C:2]1[CH:7]=[CH:6][CH:5]=[CH:4][CH:3]=1.[C:28](O)(=[O:32])[C:29]([CH3:31])=[CH2:30], predict the reaction product. The product is: [O:1]([C:8]1[CH:9]=[CH:10][C:11]([O:12][C:13]2[CH:18]=[CH:17][N:16]=[CH:15][C:14]=2[C:19]2[CH:20]=[C:21]([NH:22][C:28](=[O:32])[C:29]([CH3:31])=[CH2:30])[CH:23]=[CH:24][CH:25]=2)=[CH:26][CH:27]=1)[C:2]1[CH:7]=[CH:6][CH:5]=[CH:4][CH:3]=1.